This data is from Peptide-MHC class I binding affinity with 185,985 pairs from IEDB/IMGT. The task is: Regression. Given a peptide amino acid sequence and an MHC pseudo amino acid sequence, predict their binding affinity value. This is MHC class I binding data. The peptide sequence is NMERKLNLS. The MHC is HLA-A02:01 with pseudo-sequence HLA-A02:01. The binding affinity (normalized) is 0.0847.